From a dataset of Full USPTO retrosynthesis dataset with 1.9M reactions from patents (1976-2016). Predict the reactants needed to synthesize the given product. (1) Given the product [CH3:1][C:2]([CH3:40])([CH3:39])[C:3]([O:5][CH2:6][N:7]1[C:15](=[O:16])[C:14]2[N:13]([C:17]3[CH:22]=[CH:21][CH:20]=[CH:19][C:18]=3[CH:23]=[CH2:24])[C:12]([N:25]3[CH2:26][CH2:27][N:28]([C:31]([O:33][C:34]([CH3:37])([CH3:36])[CH3:35])=[O:32])[CH2:29][CH2:30]3)=[N:11][C:10]=2[N:9]([CH2:42][C:43]([O:45][CH2:46][CH3:47])=[O:44])[C:8]1=[O:38])=[O:4], predict the reactants needed to synthesize it. The reactants are: [CH3:1][C:2]([CH3:40])([CH3:39])[C:3]([O:5][CH2:6][N:7]1[C:15](=[O:16])[C:14]2[N:13]([C:17]3[CH:22]=[CH:21][CH:20]=[CH:19][C:18]=3[CH:23]=[CH2:24])[C:12]([N:25]3[CH2:30][CH2:29][N:28]([C:31]([O:33][C:34]([CH3:37])([CH3:36])[CH3:35])=[O:32])[CH2:27][CH2:26]3)=[N:11][C:10]=2[NH:9][C:8]1=[O:38])=[O:4].Br[CH2:42][C:43]([O:45][CH2:46][CH3:47])=[O:44].C(=O)([O-])[O-].[K+].[K+]. (2) Given the product [Cl:20][C:15]1[CH:16]=[C:17]2[C:12](=[C:13]([C:21]3[CH:22]=[CH:23][CH:24]=[CH:25][CH:26]=3)[CH:14]=1)[S:11][C:10](=[O:27])[C:9]([C:7]([NH:6][CH2:5][C:4]([OH:28])=[O:3])=[O:8])=[C:18]2[OH:19], predict the reactants needed to synthesize it. The reactants are: C([O:3][C:4](=[O:28])[CH2:5][NH:6][C:7]([C:9]1[C:10](=[O:27])[S:11][C:12]2[C:17]([C:18]=1[OH:19])=[CH:16][C:15]([Cl:20])=[CH:14][C:13]=2[C:21]1[CH:26]=[CH:25][CH:24]=[CH:23][CH:22]=1)=[O:8])C.[OH-].[Na+]. (3) The reactants are: C([O:3][C:4]([C:6]1(C(OCC)=O)[CH2:14][C:13]2[N:12]=[CH:11][CH:10]=[CH:9][C:8]=2[CH2:7]1)=[O:5])C.[ClH:20]. Given the product [ClH:20].[N:12]1[C:13]2[CH2:14][CH:6]([C:4]([OH:5])=[O:3])[CH2:7][C:8]=2[CH:9]=[CH:10][CH:11]=1, predict the reactants needed to synthesize it. (4) Given the product [ClH:20].[Cl:20][C:19]1[C:14]([C:11]2([OH:21])[CH2:10][CH2:9][NH:8][CH2:13][CH2:12]2)=[N:15][CH:16]=[CH:17][CH:18]=1, predict the reactants needed to synthesize it. The reactants are: C(OC([N:8]1[CH2:13][CH2:12][C:11]([OH:21])([C:14]2[C:19]([Cl:20])=[CH:18][CH:17]=[CH:16][N:15]=2)[CH2:10][CH2:9]1)=O)(C)(C)C. (5) Given the product [F:12][C:10]1[CH:9]=[C:8]([F:13])[CH:7]=[C:6]2[C:11]=1[C:2]([NH:35][C:31]1[CH:32]=[N:33][CH:34]=[C:29]([N:26]3[CH2:27][CH2:28][O:23][CH2:24][CH2:25]3)[CH:30]=1)=[C:3]([CH3:22])[C:4]([N:14]1[CH2:19][CH2:18][N:17]([CH3:20])[C:16](=[O:21])[CH2:15]1)=[N:5]2, predict the reactants needed to synthesize it. The reactants are: Cl[C:2]1[C:11]2[C:6](=[CH:7][C:8]([F:13])=[CH:9][C:10]=2[F:12])[N:5]=[C:4]([N:14]2[CH2:19][CH2:18][N:17]([CH3:20])[C:16](=[O:21])[CH2:15]2)[C:3]=1[CH3:22].[O:23]1[CH2:28][CH2:27][N:26]([C:29]2[CH:30]=[C:31]([NH2:35])[CH:32]=[N:33][CH:34]=2)[CH2:25][CH2:24]1. (6) The reactants are: [Cl:1][C:2]1[CH:10]=[C:9]([CH:11]([N:13]([CH:29]2[CH2:31][CH2:30]2)[C:14]([C@@H:16]2[O:21][CH2:20][CH2:19][N:18](C(OC(C)(C)C)=O)[CH2:17]2)=[O:15])[CH3:12])[CH:8]=[C:7]2[C:3]=1[C:4]([CH3:37])=[N:5][N:6]2[CH2:32][CH2:33][CH2:34][O:35][CH3:36].Cl.O1CCOCC1. Given the product [Cl:1][C:2]1[CH:10]=[C:9]([C@H:11]([N:13]([CH:29]2[CH2:31][CH2:30]2)[C:14]([C@@H:16]2[O:21][CH2:20][CH2:19][NH:18][CH2:17]2)=[O:15])[CH3:12])[CH:8]=[C:7]2[C:3]=1[C:4]([CH3:37])=[N:5][N:6]2[CH2:32][CH2:33][CH2:34][O:35][CH3:36].[Cl:1][C:2]1[CH:10]=[C:9]([C@@H:11]([N:13]([CH:29]2[CH2:31][CH2:30]2)[C:14]([C@@H:16]2[O:21][CH2:20][CH2:19][NH:18][CH2:17]2)=[O:15])[CH3:12])[CH:8]=[C:7]2[C:3]=1[C:4]([CH3:37])=[N:5][N:6]2[CH2:32][CH2:33][CH2:34][O:35][CH3:36], predict the reactants needed to synthesize it. (7) Given the product [Cl:3][C:4]1[CH:9]=[CH:8][C:7]([CH:10]([C:29]2[N:30]=[CH:31][N:32]([CH3:2])[CH:33]=2)[C:11]2[CH:12]=[C:13]3[C:18](=[CH:19][CH:20]=2)[N:17]([CH3:21])[C:16](=[O:22])[CH:15]=[C:14]3[C:23]2[CH:28]=[CH:27][CH:26]=[CH:25][CH:24]=2)=[CH:6][CH:5]=1, predict the reactants needed to synthesize it. The reactants are: I[CH3:2].[Cl:3][C:4]1[CH:9]=[CH:8][C:7]([CH:10]([C:29]2[N:30]=[CH:31][NH:32][CH:33]=2)[C:11]2[CH:12]=[C:13]3[C:18](=[CH:19][CH:20]=2)[N:17]([CH3:21])[C:16](=[O:22])[CH:15]=[C:14]3[C:23]2[CH:28]=[CH:27][CH:26]=[CH:25][CH:24]=2)=[CH:6][CH:5]=1.O. (8) Given the product [OH:21][N:13]([CH3:12])[C:5](=[NH:6])[C:4]1[CH:7]=[CH:8][CH:9]=[CH:10][C:3]=1[O:2][CH3:1], predict the reactants needed to synthesize it. The reactants are: [CH3:1][O:2][C:3]1[CH:10]=[CH:9][CH:8]=[CH:7][C:4]=1[C:5]#[N:6].Cl.[CH3:12][NH:13]O.C(=O)([O-])[O-].[Na+].[Na+].[OH2:21].C(O)C.